From a dataset of Reaction yield outcomes from USPTO patents with 853,638 reactions. Predict the reaction yield, written as a fraction of the theoretical maximum amount of product (1.0 means a 100% yield; for example, 0.34 means a 34% yield). (1) The reactants are [OH:1][C:2]1[C:7]([CH2:8][CH2:9][CH3:10])=[C:6]([O:11][CH2:12][C:13]2[CH:18]=[CH:17][CH:16]=[C:15]([N+:19]([O-])=O)[CH:14]=2)[CH:5]=[CH:4][C:3]=1[C:22](=[O:24])[CH3:23]. The catalyst is C(O)(=O)C.ClCCl.[Zn]. The product is [NH2:19][C:15]1[CH:14]=[C:13]([CH:18]=[CH:17][CH:16]=1)[CH2:12][O:11][C:6]1[CH:5]=[CH:4][C:3]([C:22](=[O:24])[CH3:23])=[C:2]([OH:1])[C:7]=1[CH2:8][CH2:9][CH3:10]. The yield is 0.980. (2) The reactants are [OH-].[Na+].[Cl:3][C:4]1[CH:13]=[CH:12][C:11]([C:14]2[S:18][CH:17]=[N:16][CH:15]=2)=[CH:10][C:5]=1[C:6]([O:8]C)=[O:7].Cl. The catalyst is CO. The product is [Cl:3][C:4]1[CH:13]=[CH:12][C:11]([C:14]2[S:18][CH:17]=[N:16][CH:15]=2)=[CH:10][C:5]=1[C:6]([OH:8])=[O:7]. The yield is 0.820. (3) No catalyst specified. The yield is 0.730. The reactants are [Cl:1][C:2]1[C:3]([O:12][C:13]2[CH:18]=[C:17]([O:19][CH2:20][CH2:21][O:22][CH3:23])[CH:16]=[CH:15][C:14]=2[CH2:24][CH2:25][CH2:26][OH:27])=[N:4][CH:5]=[C:6]([C:8]([F:11])([F:10])[F:9])[CH:7]=1.[CH:28]1([CH2:31][NH2:32])[CH2:30][CH2:29]1.O.CN(C)[CH:36]=[O:37]. The product is [CH:28]1([CH2:31][NH:32][C:36](=[O:37])[O:27][CH2:26][CH2:25][CH2:24][C:14]2[CH:15]=[CH:16][C:17]([O:19][CH2:20][CH2:21][O:22][CH3:23])=[CH:18][C:13]=2[O:12][C:3]2[C:2]([Cl:1])=[CH:7][C:6]([C:8]([F:9])([F:11])[F:10])=[CH:5][N:4]=2)[CH2:30][CH2:29]1. (4) The reactants are [CH2:1]([N:8]1[C:13](=[O:14])[CH:12]=[C:11]2[S:15][CH:16]=[CH:17][N:10]2[C:9]1=[O:18])[C:2]1[CH:7]=[CH:6][CH:5]=[CH:4][CH:3]=1.[Li]N([Si](C)(C)C)[Si](C)(C)C.[CH2:29]([N:36]=[C:37]=[O:38])[C:30]1[CH:35]=[CH:34][CH:33]=[CH:32][CH:31]=1. The catalyst is C1COCC1. The product is [CH2:29]([NH:36][C:37]([C:16]1[S:15][C:11]2[N:10]([C:9](=[O:18])[N:8]([CH2:1][C:2]3[CH:3]=[CH:4][CH:5]=[CH:6][CH:7]=3)[C:13](=[O:14])[CH:12]=2)[CH:17]=1)=[O:38])[C:30]1[CH:35]=[CH:34][CH:33]=[CH:32][CH:31]=1. The yield is 0.150.